Dataset: Reaction yield outcomes from USPTO patents with 853,638 reactions. Task: Predict the reaction yield, written as a fraction of the theoretical maximum amount of product (1.0 means a 100% yield; for example, 0.34 means a 34% yield). (1) The reactants are C1C=CC2N(O)N=NC=2C=1.CCN(C(C)C)C(C)C.[F:20][C:21]1[CH:29]=[CH:28][C:24]([C:25]([OH:27])=O)=[CH:23][CH:22]=1.CCN=C=NCCCN(C)C.Cl.Cl.[C:43]1([C:61]2[CH:66]=[CH:65][CH:64]=[CH:63][CH:62]=2)[CH:48]=[CH:47][C:46]([NH:49][C:50](=[O:60])[CH2:51][C:52](=[O:59])[N:53]2[CH2:58][CH2:57][NH:56][CH2:55][CH2:54]2)=[CH:45][CH:44]=1. The catalyst is CN(C=O)C.O. The product is [C:43]1([C:61]2[CH:66]=[CH:65][CH:64]=[CH:63][CH:62]=2)[CH:44]=[CH:45][C:46]([NH:49][C:50](=[O:60])[CH2:51][C:52]([N:53]2[CH2:54][CH2:55][N:56]([C:25](=[O:27])[C:24]3[CH:23]=[CH:22][C:21]([F:20])=[CH:29][CH:28]=3)[CH2:57][CH2:58]2)=[O:59])=[CH:47][CH:48]=1. The yield is 0.970. (2) The reactants are [C:1]([O:5][C:6]([NH:8][C@@H:9]([CH2:14][C:15]1[CH:20]=[CH:19][CH:18]=[CH:17][CH:16]=1)[C:10](=[O:13])[CH2:11][Cl:12])=[O:7])([CH3:4])([CH3:3])[CH3:2].C(O)=O.C(N(CC)CC)C. The catalyst is ClCCl.C1(C)C=CC(S(N[C@@H](C2C=CC=CC=2)[C@H](C2C=CC=CC=2)N)(=O)=O)=CC=1.Cl[Rh+]C1(C)C(C)=C(C)C(C)=C1C. The product is [C:1]([O:5][C:6]([NH:8][C@@H:9]([CH2:14][C:15]1[CH:16]=[CH:17][CH:18]=[CH:19][CH:20]=1)[C@H:10]([OH:13])[CH2:11][Cl:12])=[O:7])([CH3:4])([CH3:2])[CH3:3]. The yield is 0.999.